Task: Predict the reactants needed to synthesize the given product.. Dataset: Full USPTO retrosynthesis dataset with 1.9M reactions from patents (1976-2016) (1) Given the product [CH2:1]([O:8][C:9](=[O:18])[NH:10][C@H:11]([CH2:16][O:17][Si:19]([C:32]([CH3:35])([CH3:34])[CH3:33])([C:26]1[CH:27]=[CH:28][CH:29]=[CH:30][CH:31]=1)[C:20]1[CH:25]=[CH:24][CH:23]=[CH:22][CH:21]=1)[CH2:12][CH:13]([CH3:15])[CH3:14])[C:2]1[CH:7]=[CH:6][CH:5]=[CH:4][CH:3]=1, predict the reactants needed to synthesize it. The reactants are: [CH2:1]([O:8][C:9](=[O:18])[NH:10][C@H:11]([CH2:16][OH:17])[CH2:12][CH:13]([CH3:15])[CH3:14])[C:2]1[CH:7]=[CH:6][CH:5]=[CH:4][CH:3]=1.[Si:19](Cl)([C:32]([CH3:35])([CH3:34])[CH3:33])([C:26]1[CH:31]=[CH:30][CH:29]=[CH:28][CH:27]=1)[C:20]1[CH:25]=[CH:24][CH:23]=[CH:22][CH:21]=1.N1C=CN=C1. (2) Given the product [CH3:4][O:5][C:6]([C:8]1[NH:9][C:10]2[C:15]([CH:16]=1)=[CH:14][CH:13]=[C:12]([OH:17])[CH:11]=2)=[O:7], predict the reactants needed to synthesize it. The reactants are: ClCCl.[CH3:4][O:5][C:6]([C:8]1[NH:9][C:10]2[C:15]([CH:16]=1)=[CH:14][CH:13]=[C:12]([O:17]C)[CH:11]=2)=[O:7].B(Br)(Br)Br. (3) Given the product [CH3:12][C:7]1[CH:6]=[C:5]([C:1]([CH3:4])([CH3:3])[CH3:2])[CH:10]=[C:9]([CH3:11])[C:8]=1[C:13](=[O:16])[CH:14]=[CH2:15], predict the reactants needed to synthesize it. The reactants are: [C:1]([C:5]1[CH:6]=[C:7]([CH3:12])[CH:8]=[C:9]([CH3:11])[CH:10]=1)([CH3:4])([CH3:3])[CH3:2].[C:13](Cl)(=[O:16])[CH:14]=[CH2:15].[Cl-].[Al+3].[Cl-].[Cl-].